This data is from Catalyst prediction with 721,799 reactions and 888 catalyst types from USPTO. The task is: Predict which catalyst facilitates the given reaction. (1) Reactant: [CH3:1][C:2]1[CH:3]([C:8]([O:10][CH2:11][CH3:12])=[O:9])[CH2:4][C:5](=[O:7])[CH:6]=1.O.O.O.O.O.O.O.[Cl-].[Ce+3].[Cl-].[Cl-].[BH4-].[Na+].[NH4+].[Cl-]. Product: [OH:7][C@@H:5]1[CH2:4][C@H:3]([C:8]([O:10][CH2:11][CH3:12])=[O:9])[C:2]([CH3:1])=[CH:6]1. The catalyst class is: 798. (2) Reactant: Cl[C:2]1[C:3]2[N:4]([C:8]([C:11]3[CH:16]=[CH:15][N:14]=[C:13]([S:17][CH3:18])[N:12]=3)=[CH:9][N:10]=2)[CH:5]=[CH:6][N:7]=1.[O:19]1[CH2:24][CH2:23][N:22]([CH2:25][CH2:26][NH2:27])[CH2:21][CH2:20]1.C(N(C(C)C)CC)(C)C. Product: [CH3:18][S:17][C:13]1[N:12]=[C:11]([C:8]2[N:4]3[CH:5]=[CH:6][N:7]=[C:2]([NH:27][CH2:26][CH2:25][N:22]4[CH2:23][CH2:24][O:19][CH2:20][CH2:21]4)[C:3]3=[N:10][CH:9]=2)[CH:16]=[CH:15][N:14]=1. The catalyst class is: 41. (3) Reactant: [F:1][C:2]([F:18])([F:17])[C:3]([NH:7][CH:8]([C:11]1[CH:16]=[CH:15][CH:14]=[CH:13][CH:12]=1)[CH2:9][OH:10])([CH3:6])[C:4]#[N:5].[H-].[Al+3].[Li+].[H-].[H-].[H-]. Product: [NH2:5][CH2:4][C:3]([NH:7][CH:8]([C:11]1[CH:12]=[CH:13][CH:14]=[CH:15][CH:16]=1)[CH2:9][OH:10])([CH3:6])[C:2]([F:17])([F:18])[F:1]. The catalyst class is: 310. (4) Reactant: [Br:1][C:2]1[CH:7]=[CH:6][N:5]=[C:4]2[O:8][CH:9]([CH2:12][OH:13])[CH2:10][O:11][C:3]=12.C(N(CC)CC)C.[CH3:21][S:22](Cl)(=[O:24])=[O:23]. Product: [CH3:21][S:22]([O:13][CH2:12][C@H:9]1[O:8][C:4]2=[N:5][CH:6]=[CH:7][C:2]([Br:1])=[C:3]2[O:11][CH2:10]1)(=[O:24])=[O:23]. The catalyst class is: 2. (5) Reactant: [Br:1][C:2]1[CH:7]=[CH:6][C:5]([NH:8][S:9]([CH2:12][CH2:13][CH2:14]Cl)(=[O:11])=[O:10])=[C:4]([F:16])[CH:3]=1.C(=O)([O-])[O-].[K+].[K+]. Product: [Br:1][C:2]1[CH:7]=[CH:6][C:5]([N:8]2[CH2:14][CH2:13][CH2:12][S:9]2(=[O:11])=[O:10])=[C:4]([F:16])[CH:3]=1. The catalyst class is: 9.